From a dataset of Forward reaction prediction with 1.9M reactions from USPTO patents (1976-2016). Predict the product of the given reaction. Given the reactants [CH2:1]([O:5][C:6]([C:8]1[N:9]=[C:10]([O:19][C:20]2[CH:25]=[CH:24][CH:23]=[CH:22][CH:21]=2)[C:11]2[C:16]([C:17]=1[OH:18])=[CH:15][CH:14]=[CH:13][CH:12]=2)=[O:7])[CH2:2][CH2:3][CH3:4].[N+]([O-])([O-])=O.[K+].[C:31]([O-:34])(=O)[CH3:32].[Na+].C([N:38](CC)CC)C.[C:43]([O:46]C(=O)C)(=O)[CH3:44], predict the reaction product. The product is: [CH2:1]([O:5][C:6]([C:8]1[N:9]=[C:10]([O:19][C:20]2[CH:25]=[CH:24][C:23]([NH:38][C:31](=[O:34])[CH3:32])=[CH:22][CH:21]=2)[C:11]2[C:16]([C:17]=1[O:18][C:43](=[O:46])[CH3:44])=[CH:15][CH:14]=[CH:13][CH:12]=2)=[O:7])[CH2:2][CH2:3][CH3:4].